This data is from Forward reaction prediction with 1.9M reactions from USPTO patents (1976-2016). The task is: Predict the product of the given reaction. Given the reactants [N+:1]([C:4]1[C:5]([O:10][CH:11]([CH3:16])[C:12]([F:15])([F:14])[F:13])=[N:6][CH:7]=[CH:8][CH:9]=1)([O-])=O, predict the reaction product. The product is: [F:15][C:12]([F:13])([F:14])[CH:11]([O:10][C:5]1[C:4]([NH2:1])=[CH:9][CH:8]=[CH:7][N:6]=1)[CH3:16].